Dataset: Catalyst prediction with 721,799 reactions and 888 catalyst types from USPTO. Task: Predict which catalyst facilitates the given reaction. (1) Reactant: C([NH:4][C:5]1[N:6]=[C:7]([N:16]2[CH2:21][CH2:20][O:19][CH2:18][CH2:17]2)[C:8]2[N:14]=[C:13]([Cl:15])[CH:12]=[CH:11][C:9]=2[N:10]=1)(=O)C.C([O-])([O-])=O.[K+].[K+]. Product: [NH2:4][C:5]1[N:6]=[C:7]([N:16]2[CH2:17][CH2:18][O:19][CH2:20][CH2:21]2)[C:8]2[N:14]=[C:13]([Cl:15])[CH:12]=[CH:11][C:9]=2[N:10]=1. The catalyst class is: 24. (2) Reactant: [F:1][C:2]1([F:40])[C:10]2[C:5](=[CH:6][C:7]([CH2:11][C:12]([N:14]([C@@H:16]([C:24]3[CH:29]=[CH:28][CH:27]=[CH:26][CH:25]=3)[CH2:17][N:18]3[CH2:22][CH2:21][C@H:20]([OH:23])[CH2:19]3)[CH3:15])=[O:13])=[CH:8][CH:9]=2)[N:4](CC2C=CC(OC)=CC=2)[C:3]1=[O:39]. Product: [F:40][C:2]1([F:1])[C:10]2[C:5](=[CH:6][C:7]([CH2:11][C:12]([N:14]([C@@H:16]([C:24]3[CH:29]=[CH:28][CH:27]=[CH:26][CH:25]=3)[CH2:17][N:18]3[CH2:22][CH2:21][C@H:20]([OH:23])[CH2:19]3)[CH3:15])=[O:13])=[CH:8][CH:9]=2)[NH:4][C:3]1=[O:39]. The catalyst class is: 144. (3) Reactant: [SiH](CC)(CC)CC.[Cl:8][C:9]1[CH:10]=[CH:11][C:12]([OH:25])=[C:13]([C:15]([C:17]2[CH:22]=[CH:21][C:20]([CH2:23][CH3:24])=[CH:19][CH:18]=2)=O)[CH:14]=1.C(S(O)(=O)=O)(F)(F)F. The catalyst class is: 67. Product: [Cl:8][C:9]1[CH:10]=[CH:11][C:12]([OH:25])=[C:13]([CH2:15][C:17]2[CH:18]=[CH:19][C:20]([CH2:23][CH3:24])=[CH:21][CH:22]=2)[CH:14]=1.